This data is from Drug-target binding data from BindingDB using Ki measurements. The task is: Regression. Given a target protein amino acid sequence and a drug SMILES string, predict the binding affinity score between them. We predict pKi (pKi = -log10(Ki in M); higher means stronger inhibition). Dataset: bindingdb_ki. The compound is CN(C(=O)Cc1ccccc1)[C@H]1CC[C@@]2(CCCO2)C[C@@H]1N1CCCC1. The target protein sequence is MDSPIQIFRGEPGPTCAPSACLPPNSSAWFPGWAEPDSNGSAGSEDAQLEPAHISPAIPVIITAVYSVVFVVGLVGNSLVMFVIIRYTKMKTATNIYIFNLALADALVTTTMPFASTVYLMNSWPFGDVLCKIVISIDYYNMFTSIFTLTMMSVDRYIAVCHPVKALDFRTPLKAKIINICIWLLSSSVGISAIVLGGTKVREDVDVIECSLQFPDDDYSWWDLFMKICVFIFAFVIPVLIIIVCYTLMILRLKSVRLLSGSREKDRNLRRITRLVLVVVAVFVVCWTPIHIFILVEALGSTSHSTAALSSYYFCIALGYTNSSLNPILYAFLDENFKRCFRDFCFPLKMRMERQSTSRVRNTVQDPAYLRDIDGMNKPV. The pKi is 7.0.